This data is from KCNQ2 potassium channel screen with 302,405 compounds. The task is: Binary Classification. Given a drug SMILES string, predict its activity (active/inactive) in a high-throughput screening assay against a specified biological target. (1) The compound is S=C(NNC(=O)C1C(C1)c1ccc(cc1)C)Nc1cc(ccc1)C. The result is 1 (active). (2) The drug is S=C(NC(c1ccc(CCC)cc1)C)NCc1ccc(F)cc1. The result is 1 (active). (3) The drug is O(c1cc(NC(=O)c2cc(C(=O)Nc3cc(OC)ccc3)ccc2)ccc1)C. The result is 0 (inactive). (4) The drug is Clc1cc2c(nc(NNC(=O)CN3CCCCC3)nc2cc1)c1ccccc1. The result is 1 (active). (5) The compound is O(c1c(NC(C)C)nc(nc1)c1ncccc1)C. The result is 0 (inactive). (6) The molecule is Brc1cc2=C(NNc3n[nH]nn3)C(=O)N=c2cc1. The result is 0 (inactive). (7) The result is 0 (inactive). The drug is S(CC(=O)Nc1ccc(N2CCOCC2)cc1)c1[nH]c(=O)ccn1. (8) The drug is s1c(/C(=N\OCc2ccc(cc2)C)C)ccc1CC#N. The result is 0 (inactive).